Dataset: Forward reaction prediction with 1.9M reactions from USPTO patents (1976-2016). Task: Predict the product of the given reaction. The product is: [F:36][C:35]([F:38])([F:37])[C:33]([OH:39])=[O:34].[NH2:21][C:19]([C:3]1[CH:4]=[N:5][C:6]2[C:11]([C:2]=1[NH:22][C:23]1[CH:24]=[CH:25][C:26]([CH3:32])=[C:27]([CH:31]=1)[C:28]([OH:30])=[O:29])=[CH:10][CH:9]=[C:8]([C:12]1[C:13]([CH3:18])=[N:14][O:15][C:16]=1[CH3:17])[CH:7]=2)=[O:20]. Given the reactants Cl[C:2]1[C:11]2[C:6](=[CH:7][C:8]([C:12]3[C:13]([CH3:18])=[N:14][O:15][C:16]=3[CH3:17])=[CH:9][CH:10]=2)[N:5]=[CH:4][C:3]=1[C:19]([NH2:21])=[O:20].[NH2:22][C:23]1[CH:24]=[CH:25][C:26]([CH3:32])=[C:27]([CH:31]=1)[C:28]([OH:30])=[O:29].[C:33]([OH:39])([C:35]([F:38])([F:37])[F:36])=[O:34], predict the reaction product.